This data is from Peptide-MHC class II binding affinity with 134,281 pairs from IEDB. The task is: Regression. Given a peptide amino acid sequence and an MHC pseudo amino acid sequence, predict their binding affinity value. This is MHC class II binding data. (1) The peptide sequence is GMFTNRSGSQ. The MHC is DRB1_0301 with pseudo-sequence DRB1_0301. The binding affinity (normalized) is 0. (2) The peptide sequence is LGFSSEVLKLKDEVR. The MHC is DRB1_0404 with pseudo-sequence DRB1_0404. The binding affinity (normalized) is 0.232.